Dataset: Reaction yield outcomes from USPTO patents with 853,638 reactions. Task: Predict the reaction yield, written as a fraction of the theoretical maximum amount of product (1.0 means a 100% yield; for example, 0.34 means a 34% yield). The reactants are [Cl:1][C:2]1[N:3]=[CH:4][C:5]2[S:10][CH:9]=[C:8]([C:11]3[CH:12]=[C:13]([NH2:17])[CH:14]=[CH:15][CH:16]=3)[C:6]=2[N:7]=1.[Cl:18][CH2:19][CH2:20][CH2:21][S:22](Cl)(=[O:24])=[O:23]. No catalyst specified. The product is [Cl:18][CH2:19][CH2:20][CH2:21][S:22]([NH:17][C:13]1[CH:14]=[CH:15][CH:16]=[C:11]([C:8]2[C:6]3[N:7]=[C:2]([Cl:1])[N:3]=[CH:4][C:5]=3[S:10][CH:9]=2)[CH:12]=1)(=[O:24])=[O:23]. The yield is 0.780.